From a dataset of NCI-60 drug combinations with 297,098 pairs across 59 cell lines. Regression. Given two drug SMILES strings and cell line genomic features, predict the synergy score measuring deviation from expected non-interaction effect. (1) Drug 2: CC(C)CN1C=NC2=C1C3=CC=CC=C3N=C2N. Cell line: OVCAR-8. Drug 1: C1=CC(=CC=C1C#N)C(C2=CC=C(C=C2)C#N)N3C=NC=N3. Synergy scores: CSS=0.832, Synergy_ZIP=0.215, Synergy_Bliss=0.155, Synergy_Loewe=-1.24, Synergy_HSA=-0.664. (2) Drug 1: C1CN1C2=NC(=NC(=N2)N3CC3)N4CC4. Drug 2: C(CC(=O)O)C(=O)CN.Cl. Cell line: SK-OV-3. Synergy scores: CSS=12.2, Synergy_ZIP=-5.81, Synergy_Bliss=-7.30, Synergy_Loewe=-14.6, Synergy_HSA=-7.18. (3) Drug 1: CC1=C(C(CCC1)(C)C)C=CC(=CC=CC(=CC(=O)O)C)C. Drug 2: CN(CCCl)CCCl.Cl. Cell line: MOLT-4. Synergy scores: CSS=39.8, Synergy_ZIP=-0.205, Synergy_Bliss=0.193, Synergy_Loewe=-29.2, Synergy_HSA=-0.811. (4) Drug 1: CCCS(=O)(=O)NC1=C(C(=C(C=C1)F)C(=O)C2=CNC3=C2C=C(C=N3)C4=CC=C(C=C4)Cl)F. Drug 2: CS(=O)(=O)OCCCCOS(=O)(=O)C. Cell line: MOLT-4. Synergy scores: CSS=31.6, Synergy_ZIP=1.04, Synergy_Bliss=1.17, Synergy_Loewe=-4.81, Synergy_HSA=-0.731. (5) Drug 1: CC1=C(C=C(C=C1)C(=O)NC2=CC(=CC(=C2)C(F)(F)F)N3C=C(N=C3)C)NC4=NC=CC(=N4)C5=CN=CC=C5. Drug 2: COC1=C2C(=CC3=C1OC=C3)C=CC(=O)O2. Cell line: RXF 393. Synergy scores: CSS=-1.71, Synergy_ZIP=1.90, Synergy_Bliss=1.48, Synergy_Loewe=0.926, Synergy_HSA=-1.75. (6) Drug 1: CC1=C(C=C(C=C1)NC2=NC=CC(=N2)N(C)C3=CC4=NN(C(=C4C=C3)C)C)S(=O)(=O)N.Cl. Drug 2: C(CN)CNCCSP(=O)(O)O. Cell line: K-562. Synergy scores: CSS=23.0, Synergy_ZIP=1.39, Synergy_Bliss=3.74, Synergy_Loewe=-0.0456, Synergy_HSA=1.75. (7) Drug 1: CC1=CC2C(CCC3(C2CCC3(C(=O)C)OC(=O)C)C)C4(C1=CC(=O)CC4)C. Drug 2: C(CN)CNCCSP(=O)(O)O. Cell line: UO-31. Synergy scores: CSS=-0.240, Synergy_ZIP=-0.890, Synergy_Bliss=-1.43, Synergy_Loewe=-1.26, Synergy_HSA=-1.30. (8) Drug 1: C1=CC=C(C(=C1)C(C2=CC=C(C=C2)Cl)C(Cl)Cl)Cl. Drug 2: COCCOC1=C(C=C2C(=C1)C(=NC=N2)NC3=CC=CC(=C3)C#C)OCCOC.Cl. Cell line: A549. Synergy scores: CSS=1.85, Synergy_ZIP=-0.812, Synergy_Bliss=0.957, Synergy_Loewe=-6.64, Synergy_HSA=-1.09. (9) Drug 1: CC12CCC3C(C1CCC2=O)CC(=C)C4=CC(=O)C=CC34C. Drug 2: CS(=O)(=O)OCCCCOS(=O)(=O)C. Cell line: OVCAR3. Synergy scores: CSS=22.2, Synergy_ZIP=0.0114, Synergy_Bliss=-2.75, Synergy_Loewe=-12.8, Synergy_HSA=-3.37. (10) Drug 1: C1=CC(=CC=C1CCC2=CNC3=C2C(=O)NC(=N3)N)C(=O)NC(CCC(=O)O)C(=O)O. Drug 2: CN1C(=O)N2C=NC(=C2N=N1)C(=O)N. Cell line: HCC-2998. Synergy scores: CSS=43.8, Synergy_ZIP=4.63, Synergy_Bliss=5.41, Synergy_Loewe=-8.48, Synergy_HSA=3.33.